From a dataset of Forward reaction prediction with 1.9M reactions from USPTO patents (1976-2016). Predict the product of the given reaction. (1) Given the reactants [Br:1][C:2]1[C:7]([F:8])=[CH:6][C:5]([OH:9])=[C:4]([O:10][CH3:11])[CH:3]=1.[C:12]1(B(O)O)[CH:17]=[CH:16][CH:15]=[CH:14][CH:13]=1.C(Cl)Cl, predict the reaction product. The product is: [Br:1][C:2]1[CH:3]=[C:4]([O:10][CH3:11])[C:5]([O:9][C:12]2[CH:17]=[CH:16][CH:15]=[CH:14][CH:13]=2)=[CH:6][C:7]=1[F:8]. (2) Given the reactants [NH2:1][CH2:2][C@H:3]1[N:10]([C:11]([C:13]2[N:14]=[C:15]([CH3:25])[S:16][C:17]=2[C:18]2[CH:19]=[C:20]([CH3:24])[CH:21]=[CH:22][CH:23]=2)=[O:12])[CH2:9][C@H:8]2[C@@H:4]1[CH2:5][CH:6]([CH3:26])[CH2:7]2.[F:27][C:28]([F:39])([F:38])[C:29]1[CH:30]=[C:31]([CH:35]=[CH:36][CH:37]=1)[C:32](O)=[O:33], predict the reaction product. The product is: [CH3:26][CH:6]1[CH2:5][C@H:4]2[C@H:8]([CH2:9][N:10]([C:11]([C:13]3[N:14]=[C:15]([CH3:25])[S:16][C:17]=3[C:18]3[CH:19]=[C:20]([CH3:24])[CH:21]=[CH:22][CH:23]=3)=[O:12])[C@@H:3]2[CH2:2][NH:1][C:32](=[O:33])[C:31]2[CH:35]=[CH:36][CH:37]=[C:29]([C:28]([F:27])([F:38])[F:39])[CH:30]=2)[CH2:7]1. (3) Given the reactants [Cl:1][C:2]1[C:3]([C:10](N(OC)C)=[O:11])=[N:4][CH:5]=[C:6]([S:8][CH3:9])[N:7]=1.CC(C[AlH]CC(C)C)C.Cl, predict the reaction product. The product is: [Cl:1][C:2]1[C:3]([CH:10]=[O:11])=[N:4][CH:5]=[C:6]([S:8][CH3:9])[N:7]=1. (4) Given the reactants N[C:2]1[CH:3]=[C:4]([CH:8]=[CH:9][C:10]=1[O:11][C:12]([F:15])([F:14])[F:13])[C:5]([OH:7])=[O:6].N([O-])=O.[Na+].[BrH:20], predict the reaction product. The product is: [Br:20][C:2]1[CH:3]=[C:4]([CH:8]=[CH:9][C:10]=1[O:11][C:12]([F:15])([F:14])[F:13])[C:5]([OH:7])=[O:6]. (5) Given the reactants [C:1]([O:5][C:6]([N:8]([CH2:16][C:17]1[CH:26]=[CH:25][C:24]2[C:19](=[CH:20][CH:21]=[C:22]([O:27][C@H:28]3[CH2:33][CH2:32][C@H:31]([C:34]([CH3:37])([CH3:36])[CH3:35])[CH2:30][CH2:29]3)[CH:23]=2)[CH:18]=1)[CH2:9][CH2:10][C:11]([O:13]CC)=[O:12])=[O:7])([CH3:4])([CH3:3])[CH3:2].[OH-].[Na+].Cl, predict the reaction product. The product is: [C:1]([O:5][C:6]([N:8]([CH2:16][C:17]1[CH:26]=[CH:25][C:24]2[C:19](=[CH:20][CH:21]=[C:22]([O:27][C@H:28]3[CH2:29][CH2:30][C@H:31]([C:34]([CH3:37])([CH3:36])[CH3:35])[CH2:32][CH2:33]3)[CH:23]=2)[CH:18]=1)[CH2:9][CH2:10][C:11]([OH:13])=[O:12])=[O:7])([CH3:3])([CH3:4])[CH3:2]. (6) Given the reactants CS(O)(=O)=O.[Br:6][C:7]1[CH:12]=[CH:11][CH:10]=[C:9]([CH:13]=[CH:14][O:15]C)[C:8]=1[F:17].C(=O)(O)[O-].[Na+].[BH4-].[Na+], predict the reaction product. The product is: [Br:6][C:7]1[C:8]([F:17])=[C:9]([CH2:13][CH2:14][OH:15])[CH:10]=[CH:11][CH:12]=1. (7) Given the reactants [CH3:1][O:2][C:3](=[O:10])[CH2:4][CH2:5][C:6]([CH2:8][Cl:9])=[O:7].[CH2:11](O)[CH2:12]C, predict the reaction product. The product is: [CH2:1]([O:2][C:3](=[O:10])[CH2:4][CH2:5][C:6]([CH2:8][Cl:9])=[O:7])[CH2:11][CH3:12]. (8) Given the reactants C[O:2][C:3](=[O:20])[C@@H:4]([NH:9][C:10]([O:12][CH2:13][C:14]1[CH:19]=[CH:18][CH:17]=[CH:16][CH:15]=1)=[O:11])[CH2:5][CH:6]([F:8])[F:7].[Li+].[OH-], predict the reaction product. The product is: [CH2:13]([O:12][C:10]([NH:9][C@@H:4]([CH2:5][CH:6]([F:7])[F:8])[C:3]([OH:20])=[O:2])=[O:11])[C:14]1[CH:15]=[CH:16][CH:17]=[CH:18][CH:19]=1.